Dataset: Catalyst prediction with 721,799 reactions and 888 catalyst types from USPTO. Task: Predict which catalyst facilitates the given reaction. (1) Reactant: [NH2:1][C@H:2]1[CH2:7][CH2:6][C@@H:5]([O:8][CH3:9])[CH2:4][C@H:3]1[CH2:10][NH:11][C:12](=[O:18])[O:13][C:14]([CH3:17])([CH3:16])[CH3:15].ON1C2C=CC=CC=2N=N1.[C:29]([NH:39][C@H:40]([C:45](O)=[O:46])[CH2:41][CH2:42][S:43][CH3:44])([O:31][CH2:32][C:33]1[CH:38]=[CH:37][CH:36]=[CH:35][CH:34]=1)=[O:30].Cl.CN(C)CCCN=C=NCC. Product: [CH2:32]([O:31][C:29]([NH:39][C@@H:40]([CH2:41][CH2:42][S:43][CH3:44])[C:45]([NH:1][C@H:2]1[CH2:7][CH2:6][C@@H:5]([O:8][CH3:9])[CH2:4][C@H:3]1[CH2:10][NH:11][C:12](=[O:18])[O:13][C:14]([CH3:15])([CH3:17])[CH3:16])=[O:46])=[O:30])[C:33]1[CH:34]=[CH:35][CH:36]=[CH:37][CH:38]=1. The catalyst class is: 91. (2) Reactant: [C:1]([Si:5]([CH3:22])([CH3:21])[O:6][CH:7]1[CH2:12][CH2:11][C:10](OS(C(F)(F)F)(=O)=O)=[CH:9][CH2:8]1)([CH3:4])([CH3:3])[CH3:2].[B:23]1([B:23]2[O:27][C:26]([CH3:29])([CH3:28])[C:25]([CH3:31])([CH3:30])[O:24]2)[O:27][C:26]([CH3:29])([CH3:28])[C:25]([CH3:31])([CH3:30])[O:24]1. Product: [C:1]([Si:5]([CH3:22])([CH3:21])[O:6][CH:7]1[CH2:12][CH2:11][C:10]([B:23]2[O:27][C:26]([CH3:29])([CH3:28])[C:25]([CH3:31])([CH3:30])[O:24]2)=[CH:9][CH2:8]1)([CH3:4])([CH3:3])[CH3:2]. The catalyst class is: 12. (3) Reactant: [C:1]([O:5][C:6]([N:8]1[CH2:12][CH2:11][CH:10]([O:13][CH2:14][C:15]2[CH:20]=[CH:19][CH:18]=[CH:17][CH:16]=2)[CH:9]1[CH2:21]OS(C)(=O)=O)=[O:7])([CH3:4])([CH3:3])[CH3:2].[I-:27].[Na+].C(OCC)(=O)C. Product: [C:1]([O:5][C:6]([N:8]1[CH2:12][CH2:11][CH:10]([O:13][CH2:14][C:15]2[CH:20]=[CH:19][CH:18]=[CH:17][CH:16]=2)[CH:9]1[CH2:21][I:27])=[O:7])([CH3:4])([CH3:3])[CH3:2]. The catalyst class is: 21. (4) Reactant: CC1(C)C(C)(C)OB([C:9]2[CH:14]=[CH:13][CH:12]=[CH:11][C:10]=2[S:15]([NH:18][CH:19]([CH3:21])[CH3:20])(=[O:17])=[O:16])O1.[N+:23]([C:26]1[C:31](OS(C(F)(F)F)(=O)=O)=[CH:30][CH:29]=[CH:28][N:27]=1)([O-:25])=[O:24].C([O-])([O-])=O.[Cs+].[Cs+]. Product: [N+:23]([C:26]1[C:31]([C:9]2[CH:14]=[CH:13][CH:12]=[CH:11][C:10]=2[S:15]([NH:18][CH:19]([CH3:20])[CH3:21])(=[O:16])=[O:17])=[CH:30][CH:29]=[CH:28][N:27]=1)([O-:25])=[O:24]. The catalyst class is: 77.